From a dataset of Forward reaction prediction with 1.9M reactions from USPTO patents (1976-2016). Predict the product of the given reaction. (1) Given the reactants Br[CH:2]([C:6]1[CH:11]=[CH:10][N:9]=[C:8]([C:12]([CH3:15])([CH3:14])[CH3:13])[N:7]=1)[C:3](=O)[CH3:4].[NH2:16][C:17]([NH2:19])=[S:18], predict the reaction product. The product is: [C:12]([C:8]1[N:7]=[C:6]([C:2]2[S:18][C:17]([NH2:19])=[N:16][C:3]=2[CH3:4])[CH:11]=[CH:10][N:9]=1)([CH3:15])([CH3:14])[CH3:13]. (2) Given the reactants C(SC1C=C(O)C(=O)NC=1)C1C=CC=CC=1.C[O:18][C:19]1[C:24]([O:25]C)=[CH:23][C:22]([S:27][CH2:28][C:29]2[CH:34]=[CH:33][CH:32]=[C:31]([C:35]([F:38])([F:37])[F:36])[CH:30]=2)=[CH:21][N:20]=1, predict the reaction product. The product is: [OH:25][C:24]1[C:19](=[O:18])[NH:20][CH:21]=[C:22]([S:27][CH2:28][C:29]2[CH:34]=[CH:33][CH:32]=[C:31]([C:35]([F:37])([F:36])[F:38])[CH:30]=2)[CH:23]=1. (3) Given the reactants Cl[C:2]1[CH:7]=[CH:6][C:5]([N+:8]([O-:10])=[O:9])=[CH:4][CH:3]=1.[CH3:11][N:12]1[CH2:17][CH2:16][CH:15]([CH2:18][OH:19])[CH2:14][CH2:13]1.[H-].[Na+], predict the reaction product. The product is: [CH3:11][N:12]1[CH2:17][CH2:16][CH:15]([CH2:18][O:19][C:2]2[CH:7]=[CH:6][C:5]([N+:8]([O-:10])=[O:9])=[CH:4][CH:3]=2)[CH2:14][CH2:13]1.